Task: Predict the product of the given reaction.. Dataset: Forward reaction prediction with 1.9M reactions from USPTO patents (1976-2016) Given the reactants [CH3:1][O:2][C:3](=[O:20])[CH2:4][CH2:5][N:6]([CH2:12][C:13]1[CH:18]=[CH:17][C:16]([Cl:19])=[CH:15][CH:14]=1)[CH:7]1[CH2:11][CH2:10][NH:9][CH2:8]1.C(=O)([O-])[O-].[K+].[K+].Br[CH2:28][CH2:29]/[CH:30]=[C:31]1/[C:32]2[CH:45]=[C:44]([C:46]([OH:49])([CH3:48])[CH3:47])[CH:43]=[CH:42][C:33]=2[O:34][CH2:35][C:36]2[N:41]=[CH:40][CH:39]=[CH:38][C:37]/1=2, predict the reaction product. The product is: [CH3:1][O:2][C:3](=[O:20])[CH2:4][CH2:5][N:6]([CH2:12][C:13]1[CH:14]=[CH:15][C:16]([Cl:19])=[CH:17][CH:18]=1)[CH:7]1[CH2:11][CH2:10][N:9]([CH2:28][CH2:29][CH:30]=[C:31]2[C:37]3[CH:38]=[CH:39][CH:40]=[N:41][C:36]=3[CH2:35][O:34][C:33]3[CH:42]=[CH:43][C:44]([C:46]([OH:49])([CH3:48])[CH3:47])=[CH:45][C:32]2=3)[CH2:8]1.